This data is from NCI-60 drug combinations with 297,098 pairs across 59 cell lines. The task is: Regression. Given two drug SMILES strings and cell line genomic features, predict the synergy score measuring deviation from expected non-interaction effect. Cell line: MDA-MB-435. Drug 2: CN(C(=O)NC(C=O)C(C(C(CO)O)O)O)N=O. Drug 1: CN(C)C1=NC(=NC(=N1)N(C)C)N(C)C. Synergy scores: CSS=-4.32, Synergy_ZIP=0.659, Synergy_Bliss=-2.33, Synergy_Loewe=-6.29, Synergy_HSA=-6.96.